The task is: Predict the product of the given reaction.. This data is from Forward reaction prediction with 1.9M reactions from USPTO patents (1976-2016). (1) Given the reactants [C:1]([C:3]1[C:4]([N:16]2[CH2:21][CH2:20][CH:19]([C:22]([OH:24])=O)[CH2:18][CH2:17]2)=[N:5][C:6]([O:14][CH3:15])=[C:7]([C:9]([O:11][CH2:12][CH3:13])=[O:10])[CH:8]=1)#[N:2].[Cl:25][C:26]1[CH:31]=[C:30]([Cl:32])[CH:29]=[CH:28][C:27]=1[CH2:33][S:34]([NH2:37])(=[O:36])=[O:35], predict the reaction product. The product is: [CH2:12]([O:11][C:9](=[O:10])[C:7]1[CH:8]=[C:3]([C:1]#[N:2])[C:4]([N:16]2[CH2:21][CH2:20][CH:19]([C:22](=[O:24])[NH:37][S:34]([CH2:33][C:27]3[CH:28]=[CH:29][C:30]([Cl:32])=[CH:31][C:26]=3[Cl:25])(=[O:35])=[O:36])[CH2:18][CH2:17]2)=[N:5][C:6]=1[O:14][CH3:15])[CH3:13]. (2) Given the reactants [NH2:1][C:2]1[CH:3]=[CH:4][C:5]2[O:9][C:8]([C:10]([NH:12][C:13]3[CH:18]=[CH:17][C:16]([C:19]4[CH:24]=[CH:23][C:22]([S:25]([NH:28][C@H:29]([C:33]([OH:35])=[O:34])[CH:30]([CH3:32])[CH3:31])(=[O:27])=[O:26])=[CH:21][CH:20]=4)=[CH:15][CH:14]=3)=[O:11])=[CH:7][C:6]=2[CH:36]=1.[C:37]1([S:43](Cl)(=[O:45])=[O:44])[CH:42]=[CH:41][CH:40]=[CH:39][CH:38]=1, predict the reaction product. The product is: [C:37]1([S:43]([NH:1][C:2]2[CH:3]=[CH:4][C:5]3[O:9][C:8]([C:10]([NH:12][C:13]4[CH:18]=[CH:17][C:16]([C:19]5[CH:20]=[CH:21][C:22]([S:25]([NH:28][C@H:29]([C:33]([OH:35])=[O:34])[CH:30]([CH3:32])[CH3:31])(=[O:26])=[O:27])=[CH:23][CH:24]=5)=[CH:15][CH:14]=4)=[O:11])=[CH:7][C:6]=3[CH:36]=2)(=[O:45])=[O:44])[CH:42]=[CH:41][CH:40]=[CH:39][CH:38]=1. (3) Given the reactants [CH3:1][C:2]1[N:6]2[CH:7]=[C:8]([C:11]#[N:12])[CH:9]=[CH:10][C:5]2=[N:4][CH:3]=1.N, predict the reaction product. The product is: [CH3:1][C:2]1[N:6]2[CH:7]=[C:8]([CH2:11][NH2:12])[CH:9]=[CH:10][C:5]2=[N:4][CH:3]=1. (4) Given the reactants [C:1]([O:4][CH:5]1[O:19][C@H:18]([CH2:20][O:21][C:22](=[O:24])[CH3:23])[C@@H:13]([O:14][C:15](=[O:17])[CH3:16])[C@H:8]([O:9][C:10](=[O:12])[CH3:11])[C@H:6]1[NH2:7])(=[O:3])[CH3:2].[I:25][C:26]1[C:31]([CH2:32][CH3:33])=[C:30]([I:34])[CH:29]=[C:28]([I:35])[C:27]=1[C:36]1[CH:41]=[CH:40][C:39]([C:42](Cl)=[O:43])=[C:38]([N+:45]([O-:47])=[O:46])[CH:37]=1, predict the reaction product. The product is: [N+:45]([C:38]1[CH:37]=[C:36]([C:27]2[C:28]([I:35])=[CH:29][C:30]([I:34])=[C:31]([CH2:32][CH3:33])[C:26]=2[I:25])[CH:41]=[CH:40][C:39]=1[C:42]([C:5]1([O:19][C@H:18]([CH2:20][O:21][C:22](=[O:24])[CH3:23])[C@@H:13]([O:14][C:15](=[O:17])[CH3:16])[C@H:8]([O:9][C:10](=[O:12])[CH3:11])[C@H:6]1[NH2:7])[O:4][C:1](=[O:3])[CH3:2])=[O:43])([O-:47])=[O:46].